Dataset: Full USPTO retrosynthesis dataset with 1.9M reactions from patents (1976-2016). Task: Predict the reactants needed to synthesize the given product. (1) Given the product [Br:1][C:2]1[C:3]2[CH:19]=[CH:18][CH:17]=[CH:16][C:4]=2[S:5][C:6]=1[CH:7]([NH:9][S:10]([C:12]([CH3:14])([CH3:15])[CH3:13])=[O:11])[CH3:8], predict the reactants needed to synthesize it. The reactants are: [Br:1][C:2]1[C:3]2[CH:19]=[CH:18][CH:17]=[CH:16][C:4]=2[S:5][C:6]=1/[C:7](=[N:9]/[S:10]([C:12]([CH3:15])([CH3:14])[CH3:13])=[O:11])/[CH3:8].O.[BH4-].[Na+].C([O-])(O)=O.[Na+]. (2) Given the product [Cl:34][C:29]1[CH:28]=[C:27]([CH:32]=[CH:31][C:30]=1[Cl:33])[O:26][CH2:25][C:23]1[C:22]([CH3:35])=[CH:21][C:20]2[C:16]([NH2:8])=[N:17][O:18][C:19]=2[CH:24]=1, predict the reactants needed to synthesize it. The reactants are: C(OC([N:8]([C:16]1[C:20]2[CH:21]=[C:22]([CH3:35])[C:23]([CH2:25][O:26][C:27]3[CH:32]=[CH:31][C:30]([Cl:33])=[C:29]([Cl:34])[CH:28]=3)=[CH:24][C:19]=2[O:18][N:17]=1)C(=O)OC(C)(C)C)=O)(C)(C)C.C([O-])([O-])=O.[Na+].[Na+]. (3) The reactants are: C/C(/C=C/C=C(/C=C/C(O)=O)\C)=C\C=C\C=C(\C=C\C=C(/C=C/C(OC)=[O:17])\C)/C.[CH3:30]/[C:31](/[CH:48]=[CH:49]/[CH:50]=[C:51](\[CH3:57])/[CH:52]=[CH:53]/[C:54]([OH:56])=[O:55])=[CH:32]\[CH:33]=[CH:34]\[CH:35]=[C:36](/[CH3:47])\[CH:37]=[CH:38]\[CH:39]=[C:40](/[CH3:46])\[CH:41]=[CH:42]\[C:43]([OH:45])=[O:44]. Given the product [OH-:17].[CH3:47]/[C:36](/[CH:37]=[CH:38]/[CH:39]=[C:40](\[CH3:46])/[CH:41]=[CH:42]/[C:43]([OH:45])=[O:44])=[CH:35]\[CH:34]=[CH:33]\[CH:32]=[C:31](/[CH3:30])\[CH:48]=[CH:49]\[CH:50]=[C:51](/[CH3:57])\[CH:52]=[CH:53]\[C:54]([OH:56])=[O:55], predict the reactants needed to synthesize it. (4) Given the product [Br:1][C:2]1[CH:11]=[C:10]2[C:5]([CH2:6][CH2:7][N:8]([C:17](=[O:36])[C:18]([N:20]([C:32]([CH3:34])([CH3:35])[CH3:33])[CH2:21][CH2:22][CH2:23][CH2:24][C:25]#[C:26][C:27]3[S:31][CH:30]=[N:29][CH:28]=3)=[O:19])[CH:9]2[C:12]([OH:14])=[O:13])=[CH:4][C:3]=1[O:37][CH3:38], predict the reactants needed to synthesize it. The reactants are: [Br:1][C:2]1[CH:11]=[C:10]2[C:5]([CH2:6][CH2:7][N:8]([C:17](=[O:36])[C:18]([N:20]([C:32]([CH3:35])([CH3:34])[CH3:33])[CH2:21][CH2:22][CH2:23][CH2:24][C:25]#[C:26][C:27]3[S:31][CH:30]=[N:29][CH:28]=3)=[O:19])[CH:9]2[C:12]([O:14]CC)=[O:13])=[CH:4][C:3]=1[O:37][CH3:38].[OH-].[K+].Cl.